Dataset: Forward reaction prediction with 1.9M reactions from USPTO patents (1976-2016). Task: Predict the product of the given reaction. Given the reactants [F:1][C:2]([F:32])([F:31])[C:3]1[CH:26]=[C:25]([C:27]([F:30])([F:29])[F:28])[CH:24]=[CH:23][C:4]=1[CH2:5][N:6]1[C:14]2[C:9](=[CH:10][C:11]([CH:15]=[C:16]3[S:20][C:19](=[S:21])[NH:18][C:17]3=[O:22])=[CH:12][CH:13]=2)[CH:8]=[N:7]1.I[CH2:34][CH3:35], predict the reaction product. The product is: [F:32][C:2]([F:31])([F:1])[C:3]1[CH:26]=[C:25]([C:27]([F:28])([F:29])[F:30])[CH:24]=[CH:23][C:4]=1[CH2:5][N:6]1[C:14]2[C:9](=[CH:10][C:11]([CH:15]=[C:16]3[S:20][C:19]([S:21][CH2:34][CH3:35])=[N:18][C:17]3=[O:22])=[CH:12][CH:13]=2)[CH:8]=[N:7]1.